Dataset: Forward reaction prediction with 1.9M reactions from USPTO patents (1976-2016). Task: Predict the product of the given reaction. (1) Given the reactants [S:1]1[CH:5]=[CH:4][CH:3]=[C:2]1[Li].C1COCC1.[P:12](Cl)([O:17][CH2:18][CH3:19])([O:14][CH2:15][CH3:16])=[O:13], predict the reaction product. The product is: [CH2:15]([O:14][P:12]([C:2]1[S:1][CH:5]=[CH:4][CH:3]=1)([O:17][CH2:18][CH3:19])=[O:13])[CH3:16]. (2) Given the reactants [Cl:1][C:2]1[CH:3]=[C:4]2[N:23](COCC[Si](C)(C)C)[C:22]([O:32][C@H:33]3[C@H:37]4[O:38][CH2:39][C@@H:40]([OH:41])[C@H:36]4[O:35][CH2:34]3)=[CH:21][C:5]2=[N:6][C:7]=1[C:8]1[CH:13]=[CH:12][C:11]([C:14]2[CH:19]=[CH:18][CH:17]=[CH:16][C:15]=2[OH:20])=[CH:10][CH:9]=1.Cl, predict the reaction product. The product is: [Cl:1][C:2]1[CH:3]=[C:4]2[NH:23][C:22]([O:32][C@H:33]3[C@H:37]4[O:38][CH2:39][C@@H:40]([OH:41])[C@H:36]4[O:35][CH2:34]3)=[CH:21][C:5]2=[N:6][C:7]=1[C:8]1[CH:13]=[CH:12][C:11]([C:14]2[CH:19]=[CH:18][CH:17]=[CH:16][C:15]=2[OH:20])=[CH:10][CH:9]=1.